From a dataset of Catalyst prediction with 721,799 reactions and 888 catalyst types from USPTO. Predict which catalyst facilitates the given reaction. (1) Reactant: [C:1]1(C)C=CC=CC=1.C(=O)([O-])[O-].[K+].[K+].C(O)C.[CH2:17]([C:19]1[CH:39]=[CH:38][C:22]([C:23]([C:25]2[C:35]([OH:36])=[CH:34][C:28]([C:29]([O:31][CH2:32][CH3:33])=[O:30])=[CH:27][C:26]=2[F:37])=[O:24])=[CH:21][CH:20]=1)[CH3:18]. Product: [CH:17]1([C:19]2[CH:20]=[CH:21][C:22]([C:23]([C:25]3[C:26]([F:37])=[CH:27][C:28]([C:29]([O:31][CH2:32][CH3:33])=[O:30])=[CH:34][C:35]=3[OH:36])=[O:24])=[CH:38][CH:39]=2)[CH2:1][CH2:18]1. The catalyst class is: 175. (2) Reactant: [Cl:1][C:2]1[N:10]([CH2:11][CH:12]=[CH2:13])[C:9]2[C:8](=[O:14])[NH:7][C:6](=[O:15])[NH:5][C:4]=2[N:3]=1.C(=O)(O)[O-].[Na+].Br[CH2:22][CH2:23][CH2:24][CH2:25][F:26]. Product: [Cl:1][C:2]1[N:10]([CH2:11][CH:12]=[CH2:13])[C:9]2[C:8](=[O:14])[NH:7][C:6](=[O:15])[N:5]([CH2:22][CH2:23][CH2:24][CH2:25][F:26])[C:4]=2[N:3]=1. The catalyst class is: 376. (3) Reactant: [F:1][C:2]1[CH:7]=[CH:6][C:5]([OH:8])=[CH:4][C:3]=1[C:9]1[C:18]2[C:13](=[C:14]([C:19]([F:22])([F:21])[F:20])[CH:15]=[CH:16][CH:17]=2)[N:12]=[CH:11][N:10]=1.Br[C:24]1[CH:29]=[CH:28][CH:27]=[C:26]([S:30]([CH3:33])(=[O:32])=[O:31])[CH:25]=1.C([O-])([O-])=O.[Cs+].[Cs+].O. Product: [F:1][C:2]1[CH:7]=[CH:6][C:5]([O:8][C:24]2[CH:29]=[CH:28][CH:27]=[C:26]([S:30]([CH3:33])(=[O:32])=[O:31])[CH:25]=2)=[CH:4][C:3]=1[C:9]1[C:18]2[C:13](=[C:14]([C:19]([F:20])([F:22])[F:21])[CH:15]=[CH:16][CH:17]=2)[N:12]=[CH:11][N:10]=1. The catalyst class is: 185. (4) Reactant: [CH2:1]([NH:4][CH:5]1[CH2:13][CH2:12][C:8]2[N:9]=[CH:10][S:11][C:7]=2[CH2:6]1)[CH2:2][CH3:3].[C:14]12([NH:24][C:25](=[O:31])[CH2:26][CH2:27][CH2:28][CH:29]=O)[CH2:23][CH:18]3[CH2:19][CH:20]([CH2:22][CH:16]([CH2:17]3)[CH2:15]1)[CH2:21]2.C(O[BH-](OC(=O)C)OC(=O)C)(=O)C.[Na+]. Product: [C:14]12([NH:24][C:25](=[O:31])[CH2:26][CH2:27][CH2:28][CH2:29][N:4]([CH2:1][CH2:2][CH3:3])[CH:5]3[CH2:13][CH2:12][C:8]4[N:9]=[CH:10][S:11][C:7]=4[CH2:6]3)[CH2:23][CH:18]3[CH2:19][CH:20]([CH2:22][CH:16]([CH2:17]3)[CH2:15]1)[CH2:21]2. The catalyst class is: 26. (5) Reactant: C(N(CC)CC)C.[NH2:8][C:9]1[S:10][CH2:11][C@@H:12]2[CH2:18][C@H:17]([CH2:19][OH:20])[O:16][CH2:15][C@:13]2([C:21]2[CH:26]=[CH:25][C:24]([F:27])=[CH:23][C:22]=2[F:28])[N:14]=1.[C:29](O[C:29]([O:31][C:32]([CH3:35])([CH3:34])[CH3:33])=[O:30])([O:31][C:32]([CH3:35])([CH3:34])[CH3:33])=[O:30]. Product: [C:32]([O:31][C:29](=[O:30])[NH:8][C:9]1[S:10][CH2:11][C@@H:12]2[CH2:18][C@H:17]([CH2:19][OH:20])[O:16][CH2:15][C@:13]2([C:21]2[CH:26]=[CH:25][C:24]([F:27])=[CH:23][C:22]=2[F:28])[N:14]=1)([CH3:35])([CH3:34])[CH3:33]. The catalyst class is: 83. (6) Reactant: [H-].C([Al+]CC(C)C)C(C)C.C1(C)C=CC=CC=1.[CH2:18]([N:25]([CH:35]1[CH2:39][CH2:38][O:37][C:36]1=[O:40])[C:26](=[O:34])[C:27]1[CH:32]=[CH:31][C:30](C)=[CH:29][CH:28]=1)[C:19]1[CH:24]=[CH:23][CH:22]=[CH:21][CH:20]=1.CO.C(C(C(C([O-])=O)O)O)([O-])=O.[Na+].[K+]. Product: [CH2:18]([N:25]([CH:35]1[CH2:39][CH2:38][O:37][CH:36]1[OH:40])[C:26](=[O:34])[C:27]1[CH:32]=[CH:31][CH:30]=[CH:29][CH:28]=1)[C:19]1[CH:24]=[CH:23][CH:22]=[CH:21][CH:20]=1. The catalyst class is: 308.